This data is from Peptide-MHC class II binding affinity with 134,281 pairs from IEDB. The task is: Regression. Given a peptide amino acid sequence and an MHC pseudo amino acid sequence, predict their binding affinity value. This is MHC class II binding data. (1) The peptide sequence is RQANFLGKIWPSHKGR. The MHC is DRB1_0405 with pseudo-sequence DRB1_0405. The binding affinity (normalized) is 0.390. (2) The peptide sequence is QKISKYFNSRLFG. The MHC is HLA-DQA10501-DQB10301 with pseudo-sequence HLA-DQA10501-DQB10301. The binding affinity (normalized) is 0.0454.